This data is from CYP2D6 inhibition data for predicting drug metabolism from PubChem BioAssay. The task is: Regression/Classification. Given a drug SMILES string, predict its absorption, distribution, metabolism, or excretion properties. Task type varies by dataset: regression for continuous measurements (e.g., permeability, clearance, half-life) or binary classification for categorical outcomes (e.g., BBB penetration, CYP inhibition). Dataset: cyp2d6_veith. The compound is CC(NC(=O)c1ccccc1F)C(=O)O. The result is 0 (non-inhibitor).